From a dataset of NCI-60 drug combinations with 297,098 pairs across 59 cell lines. Regression. Given two drug SMILES strings and cell line genomic features, predict the synergy score measuring deviation from expected non-interaction effect. (1) Drug 2: CC(C)(C#N)C1=CC(=CC(=C1)CN2C=NC=N2)C(C)(C)C#N. Synergy scores: CSS=0.512, Synergy_ZIP=2.74, Synergy_Bliss=4.98, Synergy_Loewe=2.77, Synergy_HSA=0.728. Cell line: SK-MEL-5. Drug 1: CCCCCOC(=O)NC1=NC(=O)N(C=C1F)C2C(C(C(O2)C)O)O. (2) Drug 1: C1CC(C1)(C(=O)O)C(=O)O.[NH2-].[NH2-].[Pt+2]. Drug 2: CC1=C(C=C(C=C1)NC(=O)C2=CC=C(C=C2)CN3CCN(CC3)C)NC4=NC=CC(=N4)C5=CN=CC=C5. Cell line: SNB-19. Synergy scores: CSS=2.05, Synergy_ZIP=-2.28, Synergy_Bliss=-0.540, Synergy_Loewe=-3.27, Synergy_HSA=-0.380. (3) Synergy scores: CSS=46.6, Synergy_ZIP=0.765, Synergy_Bliss=1.03, Synergy_Loewe=0.256, Synergy_HSA=2.81. Drug 2: C1CN(CCN1C(=O)CCBr)C(=O)CCBr. Drug 1: C1CN1P(=S)(N2CC2)N3CC3. Cell line: NCI-H460. (4) Drug 2: B(C(CC(C)C)NC(=O)C(CC1=CC=CC=C1)NC(=O)C2=NC=CN=C2)(O)O. Drug 1: CCCS(=O)(=O)NC1=C(C(=C(C=C1)F)C(=O)C2=CNC3=C2C=C(C=N3)C4=CC=C(C=C4)Cl)F. Synergy scores: CSS=-2.87, Synergy_ZIP=0.534, Synergy_Bliss=-2.51, Synergy_Loewe=-2.40, Synergy_HSA=-4.49. Cell line: EKVX. (5) Drug 1: C1=NC2=C(N=C(N=C2N1C3C(C(C(O3)CO)O)O)F)N. Drug 2: CC(C)(C#N)C1=CC(=CC(=C1)CN2C=NC=N2)C(C)(C)C#N. Cell line: NCIH23. Synergy scores: CSS=10.4, Synergy_ZIP=-1.32, Synergy_Bliss=3.94, Synergy_Loewe=0.259, Synergy_HSA=0.0617. (6) Drug 1: CC1=C(C=C(C=C1)NC2=NC=CC(=N2)N(C)C3=CC4=NN(C(=C4C=C3)C)C)S(=O)(=O)N.Cl. Drug 2: C1=CN(C(=O)N=C1N)C2C(C(C(O2)CO)O)O.Cl. Cell line: NCI-H460. Synergy scores: CSS=32.7, Synergy_ZIP=-1.90, Synergy_Bliss=-6.22, Synergy_Loewe=-48.3, Synergy_HSA=-8.49. (7) Drug 1: C1CC(=O)NC(=O)C1N2CC3=C(C2=O)C=CC=C3N. Drug 2: CC12CCC3C(C1CCC2OP(=O)(O)O)CCC4=C3C=CC(=C4)OC(=O)N(CCCl)CCCl.[Na+]. Cell line: SN12C. Synergy scores: CSS=7.14, Synergy_ZIP=-4.78, Synergy_Bliss=-3.04, Synergy_Loewe=-1.25, Synergy_HSA=-0.755.